This data is from Full USPTO retrosynthesis dataset with 1.9M reactions from patents (1976-2016). The task is: Predict the reactants needed to synthesize the given product. (1) Given the product [NH2:21][C:17]1[C:16]([CH3:32])=[C:15]([C:14]2[C:6]3[C:5]4[C:9](=[CH:10][C:2]([Br:1])=[CH:3][CH:4]=4)[NH:8][C:7]=3[C:11]([C:33]([NH2:34])=[O:35])=[N:12][CH:13]=2)[CH:20]=[CH:19][CH:18]=1, predict the reactants needed to synthesize it. The reactants are: [Br:1][C:2]1[CH:10]=[C:9]2[C:5]([C:6]3[C:14]([C:15]4[C:16]([CH3:32])=[C:17]([NH:21]C(=O)OCC5C=CC=CC=5)[CH:18]=[CH:19][CH:20]=4)=[CH:13][N:12]=[C:11]([C:33](=[O:35])[NH2:34])[C:7]=3[NH:8]2)=[CH:4][CH:3]=1.I[Si](C)(C)C.C(OCC)(=O)C.CCCCCC. (2) Given the product [CH3:32][O:31][N:30]([CH3:29])[C:10](=[O:12])[CH:9]([NH:8][C:6](=[O:7])[O:5][C:1]([CH3:2])([CH3:3])[CH3:4])[C:13]([CH3:16])([CH3:15])[CH3:14], predict the reactants needed to synthesize it. The reactants are: [C:1]([O:5][C:6]([NH:8][CH:9]([C:13]([CH3:16])([CH3:15])[CH3:14])[C:10]([OH:12])=O)=[O:7])([CH3:4])([CH3:3])[CH3:2].CCN=C=NCCCN(C)C.Cl.[CH3:29][NH:30][O:31][CH3:32].CCN(C(C)C)C(C)C. (3) Given the product [CH:1]1([C:5]2[O:6][C:9]([NH:10][C:11]3[CH:16]=[CH:15][C:14]([C:17]4[CH:22]=[CH:21][C:20]([C:23]56[CH2:30][CH2:29][C:26]([CH2:31][C:32]([O:34][CH3:35])=[O:33])([CH2:27][CH2:28]5)[O:25][CH2:24]6)=[CH:19][CH:18]=4)=[CH:13][CH:12]=3)=[N:8][N:7]=2)[CH2:4][CH2:3][CH2:2]1, predict the reactants needed to synthesize it. The reactants are: [CH:1]1([C:5]([NH:7][NH:8][C:9](=S)[NH:10][C:11]2[CH:16]=[CH:15][C:14]([C:17]3[CH:22]=[CH:21][C:20]([C:23]45[CH2:30][CH2:29][C:26]([CH2:31][C:32]([O:34][CH3:35])=[O:33])([CH2:27][CH2:28]4)[O:25][CH2:24]5)=[CH:19][CH:18]=3)=[CH:13][CH:12]=2)=[O:6])[CH2:4][CH2:3][CH2:2]1.C(N=C=NCCCN(C)C)C. (4) Given the product [CH3:21][N:1]1[CH:5]=[CH:4][CH:3]=[C:2]1[C:6]1[CH:7]=[C:8]2[C:12](=[CH:13][CH:14]=1)[NH:11][C:10](=[O:15])[C:9]12[CH2:20][CH2:19][CH2:18][CH2:17][CH2:16]1, predict the reactants needed to synthesize it. The reactants are: [NH:1]1[CH:5]=[CH:4][CH:3]=[C:2]1[C:6]1[CH:7]=[C:8]2[C:12](=[CH:13][CH:14]=1)[NH:11][C:10](=[O:15])[C:9]12[CH2:20][CH2:19][CH2:18][CH2:17][CH2:16]1.[C:21](=O)([O-])[O-].[K+].[K+].IC.O. (5) Given the product [C:41]1([C:47]2[O:48][C:49]([C:78]([F:80])([F:81])[F:79])=[C:50]([C:52]([NH:54][C:55]3[CH:56]=[CH:57][C:58]([C:61]4[CH:66]=[CH:65][C:64]([C:67]([C@H:69]5[CH2:74][CH2:73][CH2:72][CH2:71][C@@H:70]5[C:75]([OH:77])=[O:76])=[O:68])=[CH:63][CH:62]=4)=[CH:59][CH:60]=3)=[O:53])[N:51]=2)[CH:46]=[CH:45][CH:44]=[CH:43][CH:42]=1, predict the reactants needed to synthesize it. The reactants are: C1(C2OC(C(F)(F)F)=C(C(NC3C=CC(C4C=CC(C([C@@H]5CCC[C@H]5C(O)=O)=O)=CC=4)=CC=3)=O)N=2)C=CC=CC=1.[C:41]1([C:47]2[O:48][C:49]([C:78]([F:81])([F:80])[F:79])=[C:50]([C:52]([NH:54][C:55]3[CH:60]=[CH:59][C:58]([C:61]4[CH:66]=[CH:65][C:64]([C:67]([CH:69]5[CH2:74][CH2:73][CH2:72][CH2:71][CH:70]5[C:75]([OH:77])=[O:76])=[O:68])=[CH:63][CH:62]=4)=[CH:57][CH:56]=3)=[O:53])[N:51]=2)[CH:46]=[CH:45][CH:44]=[CH:43][CH:42]=1.C1(C2OC(C(F)(F)F)=C(C(O)=O)N=2)C=CC=CC=1.NC1C=CC(C2C=CC(C([C@@H]3CCCC[C@H]3C(O)=O)=O)=CC=2)=CC=1. (6) Given the product [C:22]([CH2:21][S:18]([C:8]1[S:7][C:6]([C:4]([OH:5])=[O:3])=[C:10]2[CH2:11][C:12]([CH3:17])([CH3:16])[CH2:13][C:14](=[O:15])[C:9]=12)(=[O:20])=[O:19])([OH:24])=[O:23], predict the reactants needed to synthesize it. The reactants are: C([O:3][C:4]([C:6]1[S:7][C:8]([S:18]([CH2:21][C:22]([O:24]CC)=[O:23])(=[O:20])=[O:19])=[C:9]2[C:14](=[O:15])[CH2:13][C:12]([CH3:17])([CH3:16])[CH2:11][C:10]=12)=[O:5])C.[OH-].[Na+].Cl. (7) Given the product [OH:31][CH:24]([CH2:25][N:26]1[CH:30]=[CH:29][N:28]=[N:27]1)[CH2:23][NH:22][C:18]([C:14]1[C:13]([CH3:21])=[C:12](/[CH:11]=[C:10]2\[C:2](=[O:1])[NH:3][C:4]3[C:9]\2=[CH:8][CH:7]=[CH:6][CH:5]=3)[NH:16][C:15]=1[CH3:17])=[O:20], predict the reactants needed to synthesize it. The reactants are: [O:1]=[C:2]1[C:10](=[CH:11][C:12]2[NH:16][C:15]([CH3:17])=[C:14]([C:18]([OH:20])=O)[C:13]=2[CH3:21])[C:9]2[C:4](=[CH:5][CH:6]=[CH:7][CH:8]=2)[NH:3]1.[NH2:22][CH2:23][CH:24]([OH:31])[CH2:25][N:26]1[CH:30]=[CH:29][N:28]=[N:27]1.